This data is from Forward reaction prediction with 1.9M reactions from USPTO patents (1976-2016). The task is: Predict the product of the given reaction. (1) Given the reactants Br[C:2]1[S:3][CH:4]=[CH:5][C:6]=1[CH2:7][CH2:8][CH2:9][CH2:10][CH2:11][CH2:12][CH2:13][CH2:14][CH2:15][CH2:16][CH2:17][CH3:18].[Cu](C#N)[C:20]#[N:21], predict the reaction product. The product is: [C:20]([C:2]1[S:3][CH:4]=[CH:5][C:6]=1[CH2:7][CH2:8][CH2:9][CH2:10][CH2:11][CH2:12][CH2:13][CH2:14][CH2:15][CH2:16][CH2:17][CH3:18])#[N:21]. (2) Given the reactants [C:1]([O:4][CH2:5][C:6]1[C:11](N2CCN3C4CCCCC=4C=C3C2=O)=[CH:10][C:9]([F:26])=[CH:8][C:7]=1[N:27]1[CH2:39][CH2:38][N:30]2[C:31]3[CH2:32][CH2:33][CH2:34][CH2:35][C:36]=3[CH:37]=[C:29]2[C:28]1=[O:40])(=[O:3])[CH3:2].Br[C:42]1[CH:43]=[C:44]([NH:50][C:51]2[CH:59]=[C:54]3[CH2:55][O:56][CH2:57][CH2:58][N:53]3[N:52]=2)[C:45](=[O:49])[N:46]([CH3:48])[CH:47]=1.[O-]P([O-])([O-])=O.[K+].[K+].[K+].CC([O-])=O.[Na+], predict the reaction product. The product is: [C:1]([O:4][CH2:5][C:6]1[C:7]([N:27]2[CH2:39][CH2:38][N:30]3[C:31]4[CH2:32][CH2:33][CH2:34][CH2:35][C:36]=4[CH:37]=[C:29]3[C:28]2=[O:40])=[CH:8][C:9]([F:26])=[CH:10][C:11]=1[C:42]1[CH:43]=[C:44]([NH:50][C:51]2[CH:59]=[C:54]3[CH2:55][O:56][CH2:57][CH2:58][N:53]3[N:52]=2)[C:45](=[O:49])[N:46]([CH3:48])[CH:47]=1)(=[O:3])[CH3:2]. (3) Given the reactants [Cl:1][C:2]1[C:3]([CH:31]=O)=[C:4]([C:27]([F:30])([F:29])[F:28])[CH:5]=[C:6]2[C:11]=1[NH:10][C:9](=[O:12])[N:8]([CH2:13][C:14]1[CH:19]=[C:18]([Cl:20])[CH:17]=[CH:16][C:15]=1[S:21]([CH2:24][CH3:25])(=[O:23])=[O:22])[C:7]2=[O:26].[C:33]([O:37][C:38](=[O:48])[N:39]([CH3:47])[CH2:40][C@H:41]1[CH2:46][CH2:45][CH2:44][NH:43][CH2:42]1)([CH3:36])([CH3:35])[CH3:34], predict the reaction product. The product is: [C:33]([O:37][C:38](=[O:48])[N:39]([CH2:40][C@H:41]1[CH2:46][CH2:45][CH2:44][N:43]([CH2:31][C:3]2[C:2]([Cl:1])=[C:11]3[C:6]([C:7](=[O:26])[N:8]([CH2:13][C:14]4[CH:19]=[C:18]([Cl:20])[CH:17]=[CH:16][C:15]=4[S:21]([CH2:24][CH3:25])(=[O:22])=[O:23])[C:9](=[O:12])[NH:10]3)=[CH:5][C:4]=2[C:27]([F:30])([F:28])[F:29])[CH2:42]1)[CH3:47])([CH3:36])([CH3:34])[CH3:35]. (4) Given the reactants C(N(CC)C(C)C)(C)C.[CH2:10]([O:14][CH:15]1[CH2:20][CH2:19][NH:18][CH2:17][CH2:16]1)[CH:11]([CH3:13])[CH3:12].Cl[S:22]([C:25]1[CH:26]=[C:27]([CH:31]=[CH:32][CH:33]=1)[C:28]([OH:30])=[O:29])(=[O:24])=[O:23], predict the reaction product. The product is: [CH2:10]([O:14][CH:15]1[CH2:20][CH2:19][N:18]([S:22]([C:25]2[CH:26]=[C:27]([CH:31]=[CH:32][CH:33]=2)[C:28]([OH:30])=[O:29])(=[O:24])=[O:23])[CH2:17][CH2:16]1)[CH:11]([CH3:13])[CH3:12]. (5) Given the reactants [C:1]([O:7][CH3:8])(=[O:6])[CH2:2][C:3]([CH3:5])=O.[CH3:9][NH2:10], predict the reaction product. The product is: [CH3:9][NH:10][C:3]([CH3:5])=[CH:2][C:1]([O:7][CH3:8])=[O:6].